This data is from Forward reaction prediction with 1.9M reactions from USPTO patents (1976-2016). The task is: Predict the product of the given reaction. (1) Given the reactants [N+:1]([C:4]1[CH:9]=[CH:8][CH:7]=[CH:6][C:5]=1[NH:10][S:11]([CH3:14])(=[O:13])=[O:12])([O-])=O, predict the reaction product. The product is: [NH2:1][C:4]1[CH:9]=[CH:8][CH:7]=[CH:6][C:5]=1[NH:10][S:11]([CH3:14])(=[O:13])=[O:12]. (2) Given the reactants [CH3:1][O:2][C:3]1[CH:4]=[C:5]([C:11]([C@@H:13]2[C@:22]3([CH3:23])[C@H:17]([C:18]([CH3:25])([CH3:24])[CH2:19][CH2:20][CH2:21]3)[CH2:16][C:15](=[O:26])[C@@H:14]2[CH3:27])=[O:12])[CH:6]=[C:7]([O:9][CH3:10])[CH:8]=1.[OH-].[Na+], predict the reaction product. The product is: [CH3:10][O:9][C:7]1[CH:6]=[C:5]([C:11]([C@@H:13]2[C@:22]3([CH3:23])[C@H:17]([C:18]([CH3:25])([CH3:24])[CH2:19][CH2:20][CH2:21]3)[CH2:16][C:15](=[O:26])[C@H:14]2[CH3:27])=[O:12])[CH:4]=[C:3]([O:2][CH3:1])[CH:8]=1. (3) Given the reactants [C:1]([O:5][C:6]([C:8]1[C:9]([C:14]2[CH:19]=[CH:18][C:17]([CH2:20][N:21]3[C:25]([CH:26]=[O:27])=[C:24](Br)[N:23]=[C:22]3[O:29][CH2:30][CH3:31])=[C:16]([F:32])[CH:15]=2)=[CH:10][CH:11]=[CH:12][CH:13]=1)=[O:7])([CH3:4])([CH3:3])[CH3:2].CN(C=O)C.[CH3:38][CH2:39]OC(C)=O, predict the reaction product. The product is: [C:1]([O:5][C:6]([C:8]1[C:9]([C:14]2[CH:19]=[CH:18][C:17]([CH2:20][N:21]3[C:25]([CH:26]=[O:27])=[C:24]([CH:38]=[CH2:39])[N:23]=[C:22]3[O:29][CH2:30][CH3:31])=[C:16]([F:32])[CH:15]=2)=[CH:10][CH:11]=[CH:12][CH:13]=1)=[O:7])([CH3:4])([CH3:3])[CH3:2]. (4) The product is: [F:1][C:2]1[C:7]2[C:8]([C:18]([NH:20][CH3:21])=[O:19])=[C:9]([C:11]3[CH:16]=[CH:15][C:14]([F:17])=[CH:13][CH:12]=3)[O:10][C:6]=2[CH:5]=[CH:4][C:3]=1[C:22]1[CH:27]=[C:26]([C:28](=[O:40])[NH:29][C:30]2([C:34]3[N:39]=[CH:38][CH:37]=[CH:36][N:35]=3)[CH2:31][N:32]([CH3:46])[CH2:33]2)[C:25]([O:41][CH3:42])=[CH:24][C:23]=1[CH3:43]. Given the reactants [F:1][C:2]1[C:7]2[C:8]([C:18]([NH:20][CH3:21])=[O:19])=[C:9]([C:11]3[CH:16]=[CH:15][C:14]([F:17])=[CH:13][CH:12]=3)[O:10][C:6]=2[CH:5]=[CH:4][C:3]=1[C:22]1[CH:27]=[C:26]([C:28](=[O:40])[NH:29][C:30]2([C:34]3[N:39]=[CH:38][CH:37]=[CH:36][N:35]=3)[CH2:33][NH:32][CH2:31]2)[C:25]([O:41][CH3:42])=[CH:24][C:23]=1[CH3:43].C=O.[C:46]([BH3-])#N.[Na+], predict the reaction product. (5) The product is: [CH:28]1([C@@H:27]([NH:26][C:1]([C:2]2[C:60]3[C:59](=[N:58][CH:57]=[C:56]([C:54]4[CH:53]=[N:52][N:51]([CH3:50])[CH:55]=4)[N:61]=3)[NH:64][CH:63]=2)=[O:6])[C:31]([N:12]2[CH2:13][C:10]3([CH2:9][O:8][CH2:7]3)[CH2:11]2)=[O:33])[CH2:29][CH2:30]1. Given the reactants [C:1]([OH:6])(=O)[C:2](O)=O.[CH2:7]1[C:10]2([CH2:13][NH:12][CH2:11]2)[CH2:9][O:8]1.N1CCCC1.CC(OC([NH:26][C@@H:27]([C:31]([OH:33])=O)[CH:28]1[CH2:30][CH2:29]1)=O)(C)C.C(N[C@@H](C(O)=O)C(C)(C)C)(OC(C)(C)C)=O.[CH3:50][N:51]1[CH:55]=[C:54]([C:56]2[N:61]=[C:60]3C(C(O)=O)=[CH:63][N:64](COCC[Si](C)(C)C)[C:59]3=[N:58][CH:57]=2)[CH:53]=[N:52]1.C1(C2N=C3C(C(O)=O)=CN(COCC[Si](C)(C)C)C3=NC=2)CC1.FC(F)(F)CO.[F-].[Cs+], predict the reaction product. (6) Given the reactants C([O:5][C:6]([C@H:8]1[CH2:12][CH2:11][CH2:10][N:9]1[C:13](=[O:35])[CH2:14][CH2:15][N:16]([CH2:19][CH2:20][C:21]([N:23]1[CH2:27][CH2:26][CH2:25][C@@H:24]1[C:28]([O:30]C(C)(C)C)=[O:29])=[O:22])[CH2:17][CH3:18])=[O:7])(C)(C)C.[F:36][C:37]([F:42])([F:41])[C:38]([OH:40])=[O:39], predict the reaction product. The product is: [F:36][C:37]([F:42])([F:41])[C:38]([OH:40])=[O:39].[CH2:17]([N:16]([CH2:15][CH2:14][C:13]([N:9]1[CH2:10][CH2:11][CH2:12][C@@H:8]1[C:6]([OH:7])=[O:5])=[O:35])[CH2:19][CH2:20][C:21]([N:23]1[CH2:27][CH2:26][CH2:25][C@@H:24]1[C:28]([OH:30])=[O:29])=[O:22])[CH3:18].